This data is from Full USPTO retrosynthesis dataset with 1.9M reactions from patents (1976-2016). The task is: Predict the reactants needed to synthesize the given product. Given the product [ClH:4].[ClH:4].[ClH:4].[CH3:8][N:9]1[C:18]2[C:13](=[CH:14][C:15]([O:19][CH2:20][CH2:21][N:22]([CH2:30][CH2:31][C:32]3[CH:33]=[N:34][CH:35]=[CH:36][CH:37]=3)[CH2:23][C:24]3[CH:25]=[N:26][CH:27]=[CH:28][CH:29]=3)=[CH:16][CH:17]=2)[CH:12]=[CH:11][C:10]1=[O:38], predict the reactants needed to synthesize it. The reactants are: C(O)C.[ClH:4].C(O)C.[CH3:8][N:9]1[C:18]2[C:13](=[CH:14][C:15]([O:19][CH2:20][CH2:21][N:22]([CH2:30][CH2:31][C:32]3[CH:33]=[N:34][CH:35]=[CH:36][CH:37]=3)[CH2:23][C:24]3[CH:25]=[N:26][CH:27]=[CH:28][CH:29]=3)=[CH:16][CH:17]=2)[CH:12]=[CH:11][C:10]1=[O:38].